From a dataset of Forward reaction prediction with 1.9M reactions from USPTO patents (1976-2016). Predict the product of the given reaction. The product is: [I:13][C:12]1[C:2]([O:18][CH:16]([CH3:17])[C:15]([F:20])([F:19])[F:14])=[N:3][CH:4]=[C:5]([CH:11]=1)[C:6]([O:8][CH2:9][CH3:10])=[O:7]. Given the reactants Cl[C:2]1[C:12]([I:13])=[CH:11][C:5]([C:6]([O:8][CH2:9][CH3:10])=[O:7])=[CH:4][N:3]=1.[F:14][C:15]([F:20])([F:19])[CH:16]([OH:18])[CH3:17].C[Si]([N-][Si](C)(C)C)(C)C.[Na+], predict the reaction product.